Dataset: Reaction yield outcomes from USPTO patents with 853,638 reactions. Task: Predict the reaction yield, written as a fraction of the theoretical maximum amount of product (1.0 means a 100% yield; for example, 0.34 means a 34% yield). The reactants are [CH2:1]([N:3]([CH2:21][CH3:22])[C:4]1[N:8]([C:9]2[CH:14]=[CH:13][C:12]([O:15]C)=[CH:11][CH:10]=2)[N:7]=[C:6]([CH2:17][CH3:18])[C:5]=1[C:19]#[N:20])[CH3:2].B(Br)(Br)Br.O. The catalyst is C(Cl)Cl. The product is [CH2:21]([N:3]([CH2:1][CH3:2])[C:4]1[N:8]([C:9]2[CH:14]=[CH:13][C:12]([OH:15])=[CH:11][CH:10]=2)[N:7]=[C:6]([CH2:17][CH3:18])[C:5]=1[C:19]#[N:20])[CH3:22]. The yield is 0.970.